Task: Predict the reaction yield, written as a fraction of the theoretical maximum amount of product (1.0 means a 100% yield; for example, 0.34 means a 34% yield).. Dataset: Reaction yield outcomes from USPTO patents with 853,638 reactions The reactants are Cl.[O:2]=[C:3]([CH3:9])[CH2:4][CH2:5][C:6]([OH:8])=O.[CH2:10]([C@H:17]1[CH2:21][NH:20][C@H:19]([C:22]([NH:24][C:25]2[CH:30]=[CH:29][C:28]([O:31][C:32]3[CH:37]=[CH:36][C:35]([F:38])=[CH:34][CH:33]=3)=[CH:27][CH:26]=2)=[O:23])[CH2:18]1)[C:11]1[CH:16]=[CH:15][CH:14]=[CH:13][CH:12]=1. No catalyst specified. The product is [CH2:10]([C@H:17]1[CH2:21][N:20]([C:6](=[O:8])[CH2:5][CH2:4][C:3](=[O:2])[CH3:9])[C@H:19]([C:22]([NH:24][C:25]2[CH:30]=[CH:29][C:28]([O:31][C:32]3[CH:33]=[CH:34][C:35]([F:38])=[CH:36][CH:37]=3)=[CH:27][CH:26]=2)=[O:23])[CH2:18]1)[C:11]1[CH:12]=[CH:13][CH:14]=[CH:15][CH:16]=1. The yield is 0.0750.